Task: Predict the product of the given reaction.. Dataset: Forward reaction prediction with 1.9M reactions from USPTO patents (1976-2016) (1) Given the reactants C(OC([N:11]1[CH2:16][CH2:15][N:14]([CH2:17][C@@H:18]([OH:31])[CH2:19][C:20]([N:22]2[CH2:29][CH2:28][C:25]3([CH2:27][CH2:26]3)[C@H:24]([OH:30])[CH2:23]2)=[O:21])[C:13](=[O:32])[C@@H:12]1[CH3:33])=O)C1C=CC=CC=1.Cl, predict the reaction product. The product is: [OH:31][C@@H:18]([CH2:19][C:20]([N:22]1[CH2:29][CH2:28][C:25]2([CH2:26][CH2:27]2)[C@H:24]([OH:30])[CH2:23]1)=[O:21])[CH2:17][N:14]1[CH2:15][CH2:16][NH:11][C@@H:12]([CH3:33])[C:13]1=[O:32]. (2) Given the reactants [OH:1][C:2]1[CH:11]=[C:10]2[C:5]([CH2:6][CH2:7][C:8](=[O:12])[NH:9]2)=[CH:4][CH:3]=1.Br[CH2:14][CH2:15][CH2:16][CH2:17]Br.[OH-:19].[K+].[OH-:21].[Na+], predict the reaction product. The product is: [NH:9]1[C:10]2[C:5](=[CH:4][CH:3]=[C:2]([O:1][CH2:14][CH2:15][CH2:16][CH2:17][O:19][C:2]3[CH:11]=[C:10]4[C:5]([CH2:6][CH2:7][C:8](=[O:21])[NH:9]4)=[CH:4][CH:3]=3)[CH:11]=2)[CH2:6][CH2:7][C:8]1=[O:12]. (3) Given the reactants [F:1][C:2]1[CH:7]=[CH:6][CH:5]=[CH:4][C:3]=1[N:8]1[C:12]([C:13]2[N:14]=[CH:15][N:16]([C:18]3[CH:26]=[CH:25][C:21]([C:22]([OH:24])=O)=[CH:20][N:19]=3)[CH:17]=2)=[C:11]([CH3:27])[N:10]=[N:9]1.[NH2:28][CH:29]1[CH2:34][CH2:33][O:32][CH2:31][CH2:30]1, predict the reaction product. The product is: [F:1][C:2]1[CH:7]=[CH:6][CH:5]=[CH:4][C:3]=1[N:8]1[C:12]([C:13]2[N:14]=[CH:15][N:16]([C:18]3[CH:26]=[CH:25][C:21]([C:22]([NH:28][CH:29]4[CH2:34][CH2:33][O:32][CH2:31][CH2:30]4)=[O:24])=[CH:20][N:19]=3)[CH:17]=2)=[C:11]([CH3:27])[N:10]=[N:9]1. (4) Given the reactants [NH2:1][CH:2]1[CH2:6][CH2:5][N:4]([C:7]([O:9][C:10]([CH3:13])([CH3:12])[CH3:11])=[O:8])[CH2:3]1.Cl.[N:15]1([C:20](N)=[NH:21])C=CC=N1, predict the reaction product. The product is: [NH:1]([CH:2]1[CH2:6][CH2:5][N:4]([C:7]([O:9][C:10]([CH3:13])([CH3:12])[CH3:11])=[O:8])[CH2:3]1)[C:20]([NH2:21])=[NH:15]. (5) Given the reactants [NH2:1][C:2]1[CH:3]=[C:4]([N:8]2[C:13](=[O:14])[C:12]([CH2:15][C:16]3[CH:21]=[CH:20][CH:19]=[CH:18][CH:17]=3)=[N:11][C:10]3[CH:22]=[CH:23][CH:24]=[N:25][C:9]2=3)[CH:5]=[CH:6][CH:7]=1.C([N:28]([CH2:31][CH3:32])[CH2:29][CH3:30])C.[C:33](OCC)(=O)[CH3:34].[C:39](=[O:42])(O)[O-].[Na+].Cl[CH2:45]Cl, predict the reaction product. The product is: [CH2:15]([C:12]1[C:13](=[O:14])[N:8]([C:4]2[CH:5]=[CH:6][CH:7]=[C:2]([NH:1][C:39](=[O:42])/[CH:33]=[CH:34]/[C:32]3[CH:31]=[N:28][CH:29]=[CH:30][CH:45]=3)[CH:3]=2)[C:9]2[N:25]=[CH:24][CH:23]=[CH:22][C:10]=2[N:11]=1)[C:16]1[CH:21]=[CH:20][CH:19]=[CH:18][CH:17]=1. (6) The product is: [Br:1][C:2]1[C:11]2[CH:9]=[CH:8][O:7][C:6]=2[C:5]([Cl:12])=[CH:4][CH:3]=1. Given the reactants [Br:1][C:2]1[CH:3]=[CH:4][C:5]([Cl:12])=[C:6]([CH:11]=1)[O:7][CH2:8][CH:9]=O, predict the reaction product.